This data is from Forward reaction prediction with 1.9M reactions from USPTO patents (1976-2016). The task is: Predict the product of the given reaction. (1) The product is: [C:1]([O:5][C:6]([N:8]1[CH2:13][CH2:12][CH:11]([C:14]2[N:15]([CH2:27][CH2:28][N:29]([C:39]([O:41][CH2:42][C:43]3[CH:48]=[CH:47][CH:46]=[CH:45][CH:44]=3)=[O:40])[CH3:30])[CH:16]=[C:17]([C:19]3[CH:24]=[CH:23][C:22]([F:25])=[C:21]([F:26])[CH:20]=3)[N:18]=2)[CH2:10][CH2:9]1)=[O:7])([CH3:4])([CH3:3])[CH3:2]. Given the reactants [C:1]([O:5][C:6]([N:8]1[CH2:13][CH2:12][CH:11]([C:14]2[N:15]([CH2:27][CH2:28][N:29](CC3C=CC=CC=3)[CH3:30])[CH:16]=[C:17]([C:19]3[CH:24]=[CH:23][C:22]([F:25])=[C:21]([F:26])[CH:20]=3)[N:18]=2)[CH2:10][CH2:9]1)=[O:7])([CH3:4])([CH3:3])[CH3:2].Cl[C:39]([O:41][CH2:42][C:43]1[CH:48]=[CH:47][CH:46]=[CH:45][CH:44]=1)=[O:40], predict the reaction product. (2) Given the reactants [CH3:1][NH:2][C@H:3]1[CH2:8][CH2:7][C@H:6]([CH2:9][CH2:10][CH2:11][CH2:12][CH2:13][O:14][S:15]([CH3:18])(=[O:17])=[O:16])[CH2:5][CH2:4]1.FC(F)(F)C(O)=O.Cl[C:27]([O:29][C:30]1[CH:35]=[CH:34][C:33]([Cl:36])=[CH:32][CH:31]=1)=[O:28].CCN(C(C)C)C(C)C, predict the reaction product. The product is: [Cl:36][C:33]1[CH:34]=[CH:35][C:30]([O:29][C:27]([N:2]([CH3:1])[C@H:3]2[CH2:8][CH2:7][C@H:6]([CH2:9][CH2:10][CH2:11][CH2:12][CH2:13][O:14][S:15]([CH3:18])(=[O:17])=[O:16])[CH2:5][CH2:4]2)=[O:28])=[CH:31][CH:32]=1. (3) Given the reactants C([N:8]1[CH2:13][CH2:12][CH2:11][CH:10]([C:14]2[CH:19]=[CH:18][C:17]([N:20]3[CH:28]=[C:27]4[C:22]([CH:23]=[C:24]([F:38])[CH:25]=[C:26]4[CH2:29][O:30][Si:31]([C:34]([CH3:37])([CH3:36])[CH3:35])([CH3:33])[CH3:32])=[N:21]3)=[CH:16][CH:15]=2)[CH2:9]1)C1C=CC=CC=1.[CH3:51][C:50]([O:49][C:47](O[C:47]([O:49][C:50]([CH3:53])([CH3:52])[CH3:51])=[O:48])=[O:48])([CH3:53])[CH3:52], predict the reaction product. The product is: [Si:31]([O:30][CH2:29][C:26]1[C:27]2[C:22]([CH:23]=[C:24]([F:38])[CH:25]=1)=[N:21][N:20]([C:17]1[CH:16]=[CH:15][C:14]([CH:10]3[CH2:11][CH2:12][CH2:13][N:8]([C:47]([O:49][C:50]([CH3:51])([CH3:52])[CH3:53])=[O:48])[CH2:9]3)=[CH:19][CH:18]=1)[CH:28]=2)([C:34]([CH3:37])([CH3:35])[CH3:36])([CH3:32])[CH3:33]. (4) The product is: [Br:1][C:2]1[CH:3]=[C:4]([S:9]([CH2:13][CH2:14][CH3:15])=[O:16])[CH:5]=[CH:6][C:7]=1[CH3:8]. Given the reactants [Br:1][C:2]1[CH:3]=[C:4]([SH:9])[CH:5]=[CH:6][C:7]=1[CH3:8].[H-].[Na+].I[CH2:13][CH2:14][CH3:15].[O-:16]I(=O)(=O)=O.[Na+], predict the reaction product. (5) The product is: [F:39][CH:38]([F:40])[C:26]1[CH:25]=[CH:24][C:23]([B:11]2[O:15][C:14]([CH3:17])([CH3:16])[C:13]([CH3:19])([CH3:18])[O:12]2)=[C:31]2[C:27]=1[C:28]([NH:33][S:34]([CH3:37])(=[O:36])=[O:35])=[N:29][N:30]2[CH3:32]. Given the reactants ClC1C=CC([B:11]2[O:15][C:14]([CH3:17])([CH3:16])[C:13]([CH3:19])([CH3:18])[O:12]2)=C2C=1C(N)=NN2C.Br[C:23]1[CH:24]=[CH:25][C:26]([CH:38]([F:40])[F:39])=[C:27]2[C:31]=1[N:30]([CH3:32])[N:29]=[C:28]2[NH:33][S:34]([CH3:37])(=[O:36])=[O:35], predict the reaction product. (6) Given the reactants Br[C:2]1[CH:3]=[C:4]2[C:8](=[C:9]([C:11]([NH2:13])=[O:12])[CH:10]=1)[NH:7][CH:6]=[C:5]2[CH:14]1[CH2:19][CH2:18][N:17]([S:20]([CH2:23][CH3:24])(=[O:22])=[O:21])[CH2:16][CH2:15]1.C(=O)([O-])[O-].[Na+].[Na+].CC1(C)C(C)(C)OB([C:39]2[CH:40]=[C:41]3[O:45][CH2:44][CH2:43][C:42]3=[C:46]([CH:48]=[O:49])[CH:47]=2)O1, predict the reaction product. The product is: [CH2:23]([S:20]([N:17]1[CH2:18][CH2:19][CH:14]([C:5]2[C:4]3[C:8](=[C:9]([C:11]([NH2:13])=[O:12])[CH:10]=[C:2]([C:39]4[CH:47]=[C:46]([CH:48]=[O:49])[C:42]5[CH2:43][CH2:44][O:45][C:41]=5[CH:40]=4)[CH:3]=3)[NH:7][CH:6]=2)[CH2:15][CH2:16]1)(=[O:22])=[O:21])[CH3:24].